Dataset: Forward reaction prediction with 1.9M reactions from USPTO patents (1976-2016). Task: Predict the product of the given reaction. (1) Given the reactants II.FC(F)(F)C(O[I:8](C1C=CC=CC=1)OC(=O)C(F)(F)F)=O.[CH3:24][O:25][C:26]1[CH:31]=[CH:30][C:29]([C:32]2[CH:36]=[C:35]([C:37]([O:39][CH3:40])=[O:38])[O:34][N:33]=2)=[CH:28][CH:27]=1, predict the reaction product. The product is: [I:8][C:31]1[CH:30]=[C:29]([C:32]2[CH:36]=[C:35]([C:37]([O:39][CH3:40])=[O:38])[O:34][N:33]=2)[CH:28]=[CH:27][C:26]=1[O:25][CH3:24]. (2) Given the reactants [NH2:1][CH2:2][C:3]1([CH2:9][C:10]([OH:12])=[O:11])[CH2:8][CH2:7][CH2:6][CH2:5][CH2:4]1.C(N(CC)CC)C.[C:20]([O:24][C:25](O[C:25]([O:24][C:20]([CH3:23])([CH3:22])[CH3:21])=[O:26])=[O:26])([CH3:23])([CH3:22])[CH3:21].Cl, predict the reaction product. The product is: [C:20]([O:24][C:25]([NH:1][CH2:2][C:3]1([CH2:9][C:10]([OH:12])=[O:11])[CH2:8][CH2:7][CH2:6][CH2:5][CH2:4]1)=[O:26])([CH3:23])([CH3:22])[CH3:21]. (3) Given the reactants B.O1CCCC1.[CH3:7][O:8][C:9]([C@H:11]1[CH2:16][CH2:15][C@H:14]([C:17](O)=[O:18])[CH2:13][CH2:12]1)=[O:10].O.C(=O)([O-])O.[Na+], predict the reaction product. The product is: [OH:18][CH2:17][C@H:14]1[CH2:13][CH2:12][C@H:11]([C:9]([O:8][CH3:7])=[O:10])[CH2:16][CH2:15]1. (4) Given the reactants [CH:1]1([N:4]2[C:13]3[C:8](=[CH:9][C:10]([F:17])=[C:11](F)[C:12]=3[O:14][CH3:15])[C:7](=[O:18])[CH:6]([C:19]([OH:21])=[O:20])[C:5]2=O)[CH2:3][CH2:2]1.C[N:24]1[CH2:28][CH2:27][CH2:26][C:25]1=O, predict the reaction product. The product is: [CH3:15][O:14][C:12]1[C:11]([N:24]2[CH2:25][C@@H:26]3[C@@H:27]([CH2:3][CH2:2][CH2:1][NH:4]3)[CH2:28]2)=[C:10]([F:17])[CH:9]=[C:8]2[C:7]([C:6]([C:19]([OH:21])=[O:20])=[CH:5][N:4]([CH:1]3[CH2:3][CH2:2]3)[C:13]=12)=[O:18]. (5) Given the reactants [Br:1][C:2]1[S:10][C:9]2[C:8](=[O:11])[N:7]([CH:12]3[CH2:17][CH2:16][N:15]([C:18]([O:20][C:21]([CH3:24])([CH3:23])[CH3:22])=[O:19])[CH2:14][CH2:13]3)[C:6](=[O:25])[NH:5][C:4]=2[CH:3]=1.Cl[CH2:27][C:28]1[N:29]=[N:30][N:31]([CH2:33][CH3:34])[N:32]=1.C[Si]([N-][Si](C)(C)C)(C)C.[Na+].[I-].[Na+], predict the reaction product. The product is: [Br:1][C:2]1[S:10][C:9]2[C:8](=[O:11])[N:7]([CH:12]3[CH2:17][CH2:16][N:15]([C:18]([O:20][C:21]([CH3:22])([CH3:24])[CH3:23])=[O:19])[CH2:14][CH2:13]3)[C:6](=[O:25])[N:5]([CH2:27][C:28]3[N:29]=[N:30][N:31]([CH2:33][CH3:34])[N:32]=3)[C:4]=2[CH:3]=1.